This data is from Catalyst prediction with 721,799 reactions and 888 catalyst types from USPTO. The task is: Predict which catalyst facilitates the given reaction. (1) Reactant: [F:1][C:2]1[C:3]([O:8][CH2:9][C@@H:10]([N:12]2[C:20](=[O:21])[C:19]3[C:14](=[CH:15][CH:16]=[CH:17][CH:18]=3)[C:13]2=[O:22])[CH3:11])=[N:4][O:5][C:6]=1[CH3:7].BrN1C(=[O:29])CCC1=O.N(C(C)(C)C#N)=NC(C)(C)C#N.FC(C1C=CC=CC=1)(F)F. Product: [F:1][C:2]1[C:3]([O:8][CH2:9][C@@H:10]([N:12]2[C:20](=[O:21])[C:19]3[C:14](=[CH:15][CH:16]=[CH:17][CH:18]=3)[C:13]2=[O:22])[CH3:11])=[N:4][O:5][C:6]=1[CH2:7][OH:29]. The catalyst class is: 6. (2) Reactant: [CH3:1][O:2][C:3]1[C:15]2[C:14]3[C:13]([C:16]([O:18][CH3:19])=[O:17])=[CH:12][CH:11]=[CH:10][C:9]=3[NH:8][C:7]=2[CH:6]=[C:5]2[CH:20]=[CH:21][CH:22]=[CH:23][C:4]=12.[H-].[Na+]. Product: [CH2:23]([N:8]1[C:7]2[CH:6]=[C:5]3[CH:20]=[CH:21][CH:22]=[CH:23][C:4]3=[C:3]([O:2][CH3:1])[C:15]=2[C:14]2[C:13]([C:16]([O:18][CH3:19])=[O:17])=[CH:12][CH:11]=[CH:10][C:9]1=2)[C:4]1[CH:5]=[CH:6][CH:7]=[CH:15][CH:3]=1. The catalyst class is: 3. (3) Reactant: [CH3:1][O:2][C:3]1[CH:32]=[C:31]([O:33][CH3:34])[CH:30]=[CH:29][C:4]=1[CH2:5][N:6]1[C:11](=[O:12])[C:10]([C:13]([O:15]C)=[O:14])=[CH:9][C:8]2[CH2:17][CH2:18][CH2:19][C:20]3[CH:25]=[C:24]([N:26]([CH3:28])[CH3:27])[CH:23]=[CH:22][C:21]=3[C:7]1=2.[Li+].[OH-].Cl. Product: [CH3:1][O:2][C:3]1[CH:32]=[C:31]([O:33][CH3:34])[CH:30]=[CH:29][C:4]=1[CH2:5][N:6]1[C:11](=[O:12])[C:10]([C:13]([OH:15])=[O:14])=[CH:9][C:8]2[CH2:17][CH2:18][CH2:19][C:20]3[CH:25]=[C:24]([N:26]([CH3:28])[CH3:27])[CH:23]=[CH:22][C:21]=3[C:7]1=2. The catalyst class is: 1. (4) The catalyst class is: 326. Reactant: [Cl:1][C:2]1[N:3]=[C:4](Cl)[C:5]2[CH2:10][N:9]([C:11]([O:13][C:14]([CH3:17])([CH3:16])[CH3:15])=[O:12])[CH2:8][C:6]=2[N:7]=1.[CH3:19][CH2:20][N:21](C(C)C)[CH:22]([CH3:24])[CH3:23].CC[O:30]C(C)=O. Product: [Cl:1][C:2]1[N:3]=[C:4]([N:21]2[CH2:20][CH2:19][O:30][CH2:23][C@@H:22]2[CH3:24])[C:5]2[CH2:10][N:9]([C:11]([O:13][C:14]([CH3:17])([CH3:16])[CH3:15])=[O:12])[CH2:8][C:6]=2[N:7]=1. (5) Reactant: [N+:1]([C:4]1[CH:5]=[C:6]2[C:11](=[CH:12][CH:13]=1)[O:10][CH:9]([C:14]([OH:16])=[O:15])[CH2:8][C:7]2=[O:17])([O-:3])=[O:2].[CH2:18](O)[CH3:19]. Product: [N+:1]([C:4]1[CH:5]=[C:6]2[C:11](=[CH:12][CH:13]=1)[O:10][CH:9]([C:14]([O:16][CH2:18][CH3:19])=[O:15])[CH2:8][C:7]2=[O:17])([O-:3])=[O:2]. The catalyst class is: 33. (6) Reactant: C([O:5][C:6](=[O:41])[CH2:7][NH:8][C:9]([C:11]1[S:12][CH:13]=[C:14]2[C:19]=1[C:18](=[O:20])[N:17]([C:21]1[CH:26]=[CH:25][CH:24]=[C:23]([S:27]([N:30]3[C:39]4[C:34](=[CH:35][CH:36]=[CH:37][CH:38]=4)[CH2:33][CH2:32][CH2:31]3)(=[O:29])=[O:28])[CH:22]=1)[C:16](=[O:40])[NH:15]2)=[O:10])(C)(C)C.C(O)(C(F)(F)F)=O. Product: [N:30]1([S:27]([C:23]2[CH:22]=[C:21]([N:17]3[C:18](=[O:20])[C:19]4=[C:11]([C:9]([NH:8][CH2:7][C:6]([OH:41])=[O:5])=[O:10])[S:12][CH:13]=[C:14]4[NH:15][C:16]3=[O:40])[CH:26]=[CH:25][CH:24]=2)(=[O:28])=[O:29])[C:39]2[C:34](=[CH:35][CH:36]=[CH:37][CH:38]=2)[CH2:33][CH2:32][CH2:31]1. The catalyst class is: 4. (7) Reactant: [C:1]1([CH2:7][CH2:8][C:9](Cl)=[O:10])[CH:6]=[CH:5][CH:4]=[CH:3][CH:2]=1.[C:12]([O:16][C:17](=[O:36])[NH:18][CH:19]1[CH2:24][CH2:23][N:22]([S:25]([C:28]2[CH:33]=[CH:32][C:31]([NH2:34])=[C:30]([Cl:35])[CH:29]=2)(=[O:27])=[O:26])[CH2:21][CH2:20]1)([CH3:15])([CH3:14])[CH3:13]. Product: [C:12]([O:16][C:17](=[O:36])[NH:18][CH:19]1[CH2:20][CH2:21][N:22]([S:25]([C:28]2[CH:33]=[CH:32][C:31]([NH:34][C:9](=[O:10])[CH2:8][CH2:7][C:1]3[CH:6]=[CH:5][CH:4]=[CH:3][CH:2]=3)=[C:30]([Cl:35])[CH:29]=2)(=[O:27])=[O:26])[CH2:23][CH2:24]1)([CH3:15])([CH3:13])[CH3:14]. The catalyst class is: 298.